Dataset: Forward reaction prediction with 1.9M reactions from USPTO patents (1976-2016). Task: Predict the product of the given reaction. (1) Given the reactants [CH2:1]([NH2:8])[C:2]1[CH:7]=[CH:6][CH:5]=[CH:4][CH:3]=1.Cl[C:10]1[N:15]=[CH:14][C:13]([CH2:16][C:17]2[C:25]3[C:20](=[N:21][CH:22]=[CH:23][CH:24]=3)[N:19]([Si](C(C)C)(C(C)C)C(C)C)[CH:18]=2)=[CH:12][CH:11]=1.BrC1N=CC(CC2C3C(=NC=CC=3)N([Si](C(C)C)(C(C)C)C(C)C)C=2)=CC=1, predict the reaction product. The product is: [CH2:1]([NH:8][C:10]1[CH:11]=[CH:12][C:13]([CH2:16][C:17]2[C:25]3[C:20](=[N:21][CH:22]=[CH:23][CH:24]=3)[NH:19][CH:18]=2)=[CH:14][N:15]=1)[C:2]1[CH:7]=[CH:6][CH:5]=[CH:4][CH:3]=1. (2) Given the reactants [Cl:1][C:2]1[N:7]=[N:6][C:5](NN)=[C:4]([C:10]([O:12][CH2:13][CH3:14])=[O:11])[CH:3]=1, predict the reaction product. The product is: [Cl:1][C:2]1[N:7]=[N:6][CH:5]=[C:4]([C:10]([O:12][CH2:13][CH3:14])=[O:11])[CH:3]=1.